From a dataset of Full USPTO retrosynthesis dataset with 1.9M reactions from patents (1976-2016). Predict the reactants needed to synthesize the given product. (1) Given the product [NH2:25][C:21]1[C:18]2[C:19](=[O:20])[N:13]([C:10]3[CH:11]=[CH:12][C:7]([C:32]4[C:33]([F:37])=[CH:34][CH:35]=[CH:36][C:31]=4[Cl:30])=[C:8]([F:27])[CH:9]=3)[CH2:14][C@@H:15]([CH3:26])[O:16][C:17]=2[N:24]=[CH:23][N:22]=1, predict the reactants needed to synthesize it. The reactants are: FC(F)(F)S(O[C:7]1[CH:12]=[CH:11][C:10]([N:13]2[C:19](=[O:20])[C:18]3[C:21]([NH2:25])=[N:22][CH:23]=[N:24][C:17]=3[O:16][C@H:15]([CH3:26])[CH2:14]2)=[CH:9][C:8]=1[F:27])(=O)=O.[Cl:30][C:31]1[CH:36]=[CH:35][CH:34]=[C:33]([F:37])[C:32]=1[B-](F)(F)F.[K+].P([O-])([O-])([O-])=O.[K+].[K+].[K+].O. (2) Given the product [Cl:26][C:21]1[CH:20]=[C:19]([S:16]([N:9]2[C:10]3=[N:11][CH:12]=[CH:13][CH:14]=[C:15]3[C:7]([CH2:6][C:5]([OH:28])=[O:4])=[C:8]2[CH3:27])(=[O:17])=[O:18])[CH:24]=[CH:23][C:22]=1[Cl:25], predict the reactants needed to synthesize it. The reactants are: [OH-].[Na+].C[O:4][C:5](=[O:28])[CH2:6][C:7]1[C:15]2[C:10](=[N:11][CH:12]=[CH:13][CH:14]=2)[N:9]([S:16]([C:19]2[CH:24]=[CH:23][C:22]([Cl:25])=[C:21]([Cl:26])[CH:20]=2)(=[O:18])=[O:17])[C:8]=1[CH3:27]. (3) Given the product [C:1]([NH:4][C:5]1[CH:11]=[CH:10][C:8]([S:20][C:17]#[N:14])=[CH:7][CH:6]=1)(=[O:3])[CH3:2], predict the reactants needed to synthesize it. The reactants are: [C:1]([NH:4][C:5]1[CH:11]=[CH:10][C:8](N)=[CH:7][CH:6]=1)(=[O:3])[CH3:2].CC[N:14]([CH2:17]C)CC.C(=S)=[S:20].ClC(OCC)=O. (4) Given the product [Cl:1][C:2]1[C:3]([N:20]([CH3:21])[CH:22]2[CH2:27][CH2:26][N:25]([C:31]3[CH:32]=[CH:33][C:34]([C:37]#[N:38])=[CH:35][N:36]=3)[CH2:24][CH:23]2[CH2:28][CH3:29])=[N:4][C:5]([NH:8][C:9]2[CH:10]=[CH:11][C:12]3[C:16]([CH:17]=2)=[N:15][N:14]([CH3:18])[C:13]=3[CH3:19])=[N:6][CH:7]=1, predict the reactants needed to synthesize it. The reactants are: [Cl:1][C:2]1[C:3]([N:20]([CH:22]2[CH2:27][CH2:26][NH:25][CH2:24][CH:23]2[CH2:28][CH3:29])[CH3:21])=[N:4][C:5]([NH:8][C:9]2[CH:10]=[CH:11][C:12]3[C:16]([CH:17]=2)=[N:15][N:14]([CH3:18])[C:13]=3[CH3:19])=[N:6][CH:7]=1.Cl[C:31]1[N:36]=[CH:35][C:34]([C:37]#[N:38])=[CH:33][CH:32]=1. (5) Given the product [O:8]1[CH2:10][CH2:11][CH2:12][O:13][CH:7]1[C:5]1[CH:6]=[CH:1][CH:2]=[CH:3][C:4]=1[OH:9], predict the reactants needed to synthesize it. The reactants are: [CH:1]1[CH:6]=[C:5]([CH:7]=[O:8])[C:4]([OH:9])=[CH:3][CH:2]=1.[CH2:10](O)[CH2:11][CH2:12][OH:13]. (6) Given the product [NH2:12][C:9]1[N:8]=[C:7]([NH:13][CH2:14][CH2:15][CH2:16][CH2:17][CH3:18])[N:6]=[C:5]2[C:10]=1[NH:11][C:3](=[O:2])[N:4]2[CH2:19][CH:20]1[CH2:21][CH2:22][O:23][CH2:24][CH2:25]1, predict the reactants needed to synthesize it. The reactants are: C[O:2][C:3]1[N:4]([CH2:19][CH:20]2[CH2:25][CH2:24][O:23][CH2:22][CH2:21]2)[C:5]2[C:10]([N:11]=1)=[C:9]([NH2:12])[N:8]=[C:7]([NH:13][CH2:14][CH2:15][CH2:16][CH2:17][CH3:18])[N:6]=2.Cl.[OH-].[Na+]. (7) Given the product [CH3:21][O:20][C:17]1[CH:18]=[CH:19][C:14]([CH2:13][N:11]2[CH:12]=[C:8]([C:6]3[CH:5]=[CH:4][N:3]=[C:2]([NH:32][CH3:31])[CH:7]=3)[C:9]([C:22]3[CH:27]=[CH:26][CH:25]=[C:24]([N+:28]([O-:30])=[O:29])[CH:23]=3)=[N:10]2)=[CH:15][CH:16]=1, predict the reactants needed to synthesize it. The reactants are: F[C:2]1[CH:7]=[C:6]([C:8]2[C:9]([C:22]3[CH:27]=[CH:26][CH:25]=[C:24]([N+:28]([O-:30])=[O:29])[CH:23]=3)=[N:10][N:11]([CH2:13][C:14]3[CH:19]=[CH:18][C:17]([O:20][CH3:21])=[CH:16][CH:15]=3)[CH:12]=2)[CH:5]=[CH:4][N:3]=1.[CH3:31][NH2:32]. (8) Given the product [NH2:7][C:8]1([C:47]2[CH:52]=[CH:51][CH:50]=[CH:49][CH:48]=2)[CH2:13][CH2:12][N:11]([C:14]([C:16]2[CH:21]=[C:20]([C:22]3[CH:27]=[CH:26][C:25]([OH:28])=[CH:24][C:23]=3[F:36])[N:19]=[C:18]3[NH:37][N:38]=[C:39]([CH3:40])[C:17]=23)=[O:15])[CH2:10][CH2:9]1, predict the reactants needed to synthesize it. The reactants are: C(OC(=O)[NH:7][C:8]1([C:47]2[CH:52]=[CH:51][CH:50]=[CH:49][CH:48]=2)[CH2:13][CH2:12][N:11]([C:14]([C:16]2[C:17]3[C:39]([CH3:40])=[N:38][N:37](C4CCCCO4)[C:18]=3[N:19]=[C:20]([C:22]3[CH:27]=[CH:26][C:25]([O:28]CC4C=CC=CC=4)=[CH:24][C:23]=3[F:36])[CH:21]=2)=[O:15])[CH2:10][CH2:9]1)(C)(C)C. (9) Given the product [CH:33]1([C:31]2[N:32]=[C:26]([CH:11]3[CH2:12][CH:13]([C:15]4[CH:20]=[CH:19][C:18]([O:21][C:22]([F:24])([F:25])[F:23])=[CH:17][CH:16]=4)[CH2:14][N:9]([C:7]([N:1]4[CH2:6][CH2:5][O:4][CH2:3][CH2:2]4)=[O:8])[CH2:10]3)[O:27][N:30]=2)[CH2:35][CH2:34]1, predict the reactants needed to synthesize it. The reactants are: [N:1]1([C:7]([N:9]2[CH2:14][CH:13]([C:15]3[CH:20]=[CH:19][C:18]([O:21][C:22]([F:25])([F:24])[F:23])=[CH:17][CH:16]=3)[CH2:12][CH:11]([C:26](O)=[O:27])[CH2:10]2)=[O:8])[CH2:6][CH2:5][O:4][CH2:3][CH2:2]1.O[NH:30][C:31]([CH:33]1[CH2:35][CH2:34]1)=[NH:32].